Dataset: Reaction yield outcomes from USPTO patents with 853,638 reactions. Task: Predict the reaction yield, written as a fraction of the theoretical maximum amount of product (1.0 means a 100% yield; for example, 0.34 means a 34% yield). (1) The product is [CH3:13][O:12][C:9]1[CH:10]=[C:11]2[C:6](=[CH:7][C:8]=1[O:14][CH3:15])[N:5]=[CH:4][CH:3]=[C:2]2[O:23][C:20]1[CH:21]=[CH:22][C:17]([CH3:16])=[CH:18][C:19]=1[N+:24]([O-:26])=[O:25]. The catalyst is ClC1C=CC=CC=1Cl. The yield is 0.270. The reactants are Cl[C:2]1[C:11]2[C:6](=[CH:7][C:8]([O:14][CH3:15])=[C:9]([O:12][CH3:13])[CH:10]=2)[N:5]=[CH:4][CH:3]=1.[CH3:16][C:17]1[CH:22]=[CH:21][C:20]([OH:23])=[C:19]([N+:24]([O-:26])=[O:25])[CH:18]=1.O. (2) The reactants are [Cl:1][C:2]1[CH:3]=[CH:4][C:5]2[O:9][C:8]([C:10]3[CH:11]=[CH:12][C:13]([NH:17][CH:18]4[CH2:23][CH2:22][O:21][CH2:20][CH2:19]4)=[C:14]([CH:16]=3)[NH2:15])=[N:7][C:6]=2[CH:24]=1.[C:25]1(C)C=CC(S(O)(=O)=O)=CC=1.C(=O)([O-])O.[Na+]. The catalyst is C(OCC)(OCC)OCC. The product is [Cl:1][C:2]1[CH:3]=[CH:4][C:5]2[O:9][C:8]([C:10]3[CH:11]=[CH:12][C:13]4[N:17]([CH:18]5[CH2:19][CH2:20][O:21][CH2:22][CH2:23]5)[CH:25]=[N:15][C:14]=4[CH:16]=3)=[N:7][C:6]=2[CH:24]=1. The yield is 0.650. (3) The product is [CH:22]([O:21][C:19]([NH:18][C@H:11]([C:12]1[CH:13]=[CH:14][CH:15]=[CH:16][CH:17]=1)[C:10]([N:6]1[CH2:7][CH2:8][CH2:9][C@H:5]1[C:3]([OH:4])=[O:2])=[O:25])=[O:20])([CH3:24])[CH3:23]. The yield is 0.830. The reactants are C[O:2][C:3]([C@@H:5]1[CH2:9][CH2:8][CH2:7][N:6]1[C:10](=[O:25])[C@H:11]([NH:18][C:19]([O:21][CH:22]([CH3:24])[CH3:23])=[O:20])[C:12]1[CH:17]=[CH:16][CH:15]=[CH:14][CH:13]=1)=[O:4].[Li+].[OH-].OS([O-])(=O)=O.[K+].C(OCC)(=O)C. The catalyst is CO.O. (4) The reactants are C([Li])CCC.C(NC(C)C)(C)C.[CH3:13][O:14][C:15]([CH:17]1[CH2:21][CH2:20][N:19]([C:22]([O:24][C:25]([CH3:28])([CH3:27])[CH3:26])=[O:23])[CH2:18]1)=[O:16].C1C=CC(S(N(S(C2C=CC=CC=2)(=O)=O)[F:39])(=O)=O)=CC=1. The catalyst is C1COCC1. The product is [CH3:13][O:14][C:15]([C:17]1([F:39])[CH2:21][CH2:20][N:19]([C:22]([O:24][C:25]([CH3:28])([CH3:27])[CH3:26])=[O:23])[CH2:18]1)=[O:16]. The yield is 0.640. (5) The reactants are [C:1]([O:6][CH2:7][C:8]1[CH:13]=[CH:12][CH:11]=[CH:10][CH:9]=1)(=[O:5])[C:2]([CH3:4])=[CH2:3].[C:14]([OH:19])(=[O:18])[C:15]([CH3:17])=[CH2:16].N(C(C)(C)C(OC)=O)=NC(C)(C)C(OC)=O. The catalyst is COCC(O)C. The product is [C:1]([O:6][CH2:7][C:8]1[CH:9]=[CH:10][CH:11]=[CH:12][CH:13]=1)(=[O:5])[C:2]([CH3:4])=[CH2:3].[C:14]([OH:19])(=[O:18])[C:15]([CH3:17])=[CH2:16]. The yield is 0.700. (6) The reactants are [CH:1]([C:3]1[CH:8]=[CH:7][C:6]([O:9][C:10]2[CH:11]=[CH:12][C:13]([C:16]([F:19])([F:18])[F:17])=[N:14][CH:15]=2)=[CH:5][CH:4]=1)=[CH2:2].B1C2CCCC1CCC2.C1C[O:32]CC1. No catalyst specified. The product is [F:18][C:16]([F:19])([F:17])[C:13]1[N:14]=[CH:15][C:10]([O:9][C:6]2[CH:5]=[CH:4][C:3]([CH2:1][CH2:2][OH:32])=[CH:8][CH:7]=2)=[CH:11][CH:12]=1. The yield is 1.37. (7) The reactants are [Cl:1][C:2]1[N:7]=[C:6](Cl)[CH:5]=[CH:4][N:3]=1.[CH3:9][O:10][CH2:11][CH2:12][CH2:13][OH:14].C(=O)([O-])[O-].[Cs+].[Cs+]. The catalyst is CN(C=O)C.[Cl-].[Na+].O. The product is [Cl:1][C:2]1[N:7]=[C:6]([O:14][CH2:13][CH2:12][CH2:11][O:10][CH3:9])[CH:5]=[CH:4][N:3]=1. The yield is 0.330.